Task: Regression. Given two drug SMILES strings and cell line genomic features, predict the synergy score measuring deviation from expected non-interaction effect.. Dataset: NCI-60 drug combinations with 297,098 pairs across 59 cell lines (1) Drug 1: CC1CCC2CC(C(=CC=CC=CC(CC(C(=O)C(C(C(=CC(C(=O)CC(OC(=O)C3CCCCN3C(=O)C(=O)C1(O2)O)C(C)CC4CCC(C(C4)OC)OCCO)C)C)O)OC)C)C)C)OC. Drug 2: CN(C(=O)NC(C=O)C(C(C(CO)O)O)O)N=O. Cell line: MALME-3M. Synergy scores: CSS=16.3, Synergy_ZIP=-4.60, Synergy_Bliss=1.88, Synergy_Loewe=-88.1, Synergy_HSA=1.31. (2) Drug 1: CC1=C(N=C(N=C1N)C(CC(=O)N)NCC(C(=O)N)N)C(=O)NC(C(C2=CN=CN2)OC3C(C(C(C(O3)CO)O)O)OC4C(C(C(C(O4)CO)O)OC(=O)N)O)C(=O)NC(C)C(C(C)C(=O)NC(C(C)O)C(=O)NCCC5=NC(=CS5)C6=NC(=CS6)C(=O)NCCC[S+](C)C)O. Drug 2: CN1C2=C(C=C(C=C2)N(CCCl)CCCl)N=C1CCCC(=O)O.Cl. Cell line: SK-MEL-28. Synergy scores: CSS=6.85, Synergy_ZIP=-1.37, Synergy_Bliss=0.00276, Synergy_Loewe=1.54, Synergy_HSA=-1.56. (3) Drug 2: CN(CCCl)CCCl.Cl. Synergy scores: CSS=29.2, Synergy_ZIP=-11.3, Synergy_Bliss=-6.19, Synergy_Loewe=-7.10, Synergy_HSA=-4.92. Cell line: HT29. Drug 1: CC1=C(C=C(C=C1)C(=O)NC2=CC(=CC(=C2)C(F)(F)F)N3C=C(N=C3)C)NC4=NC=CC(=N4)C5=CN=CC=C5. (4) Drug 1: CS(=O)(=O)C1=CC(=C(C=C1)C(=O)NC2=CC(=C(C=C2)Cl)C3=CC=CC=N3)Cl. Drug 2: C1=CC=C(C(=C1)C(C2=CC=C(C=C2)Cl)C(Cl)Cl)Cl. Cell line: HL-60(TB). Synergy scores: CSS=16.8, Synergy_ZIP=12.6, Synergy_Bliss=17.9, Synergy_Loewe=10.9, Synergy_HSA=12.8. (5) Drug 1: CN1CCC(CC1)COC2=C(C=C3C(=C2)N=CN=C3NC4=C(C=C(C=C4)Br)F)OC. Drug 2: CC(C)(C#N)C1=CC(=CC(=C1)CN2C=NC=N2)C(C)(C)C#N. Cell line: HCT116. Synergy scores: CSS=0.129, Synergy_ZIP=-0.585, Synergy_Bliss=-5.12, Synergy_Loewe=-5.63, Synergy_HSA=-6.38.